Dataset: Reaction yield outcomes from USPTO patents with 853,638 reactions. Task: Predict the reaction yield, written as a fraction of the theoretical maximum amount of product (1.0 means a 100% yield; for example, 0.34 means a 34% yield). (1) The reactants are [OH-].[K+].[C:3]([OH:11])(=[O:10])[C:4]1[CH:9]=[CH:8][CH:7]=[CH:6][CH:5]=1.CN(C=O)C.Cl[CH:18]([C:22](=[O:24])[CH3:23])[C:19](=[O:21])[CH3:20]. The catalyst is O. The product is [C:3]([O:11][CH:18]([C:22](=[O:24])[CH3:23])[C:19](=[O:21])[CH3:20])(=[O:10])[C:4]1[CH:9]=[CH:8][CH:7]=[CH:6][CH:5]=1. The yield is 0.961. (2) The reactants are [C:1]([N:5]1[C:9]([C:10]2[CH:15]=[CH:14][C:13]([F:16])=[CH:12][CH:11]=2)=[C:8]([C:17]2[S:18][CH:19]=[C:20]([CH:22]([CH2:28][C:29]3[CH:34]=[CH:33][CH:32]=[CH:31][CH:30]=3)[C:23]([O:25]CC)=[O:24])[N:21]=2)[CH:7]=[N:6]1)([CH3:4])([CH3:3])[CH3:2].[OH-].[Na+]. The catalyst is C(O)C.C1COCC1.O.Cl. The product is [C:1]([N:5]1[C:9]([C:10]2[CH:11]=[CH:12][C:13]([F:16])=[CH:14][CH:15]=2)=[C:8]([C:17]2[S:18][CH:19]=[C:20]([CH:22]([CH2:28][C:29]3[CH:30]=[CH:31][CH:32]=[CH:33][CH:34]=3)[C:23]([OH:25])=[O:24])[N:21]=2)[CH:7]=[N:6]1)([CH3:4])([CH3:2])[CH3:3]. The yield is 0.870. (3) The reactants are [CH3:1][C:2]1[C:7]([CH2:8][OH:9])=[CH:6][N:5]=[C:4]([CH3:10])[C:3]=1[OH:11].Cl.Br[CH2:14][C:15]1[CH:20]=[CH:19][CH:18]=[C:17]([C:21]#[N:22])[CH:16]=1. No catalyst specified. The product is [OH:9][CH2:8][C:7]1[C:2]([CH3:1])=[C:3]([O:11][CH2:14][C:15]2[CH:16]=[C:17]([CH:18]=[CH:19][CH:20]=2)[C:21]#[N:22])[C:4]([CH3:10])=[N:5][CH:6]=1. The yield is 0.520. (4) The reactants are Br[C:2]1[CH:10]=[C:9]2[C:5]([CH:6]=[CH:7][NH:8]2)=[CH:4][CH:3]=1.[Li]C(C)(C)C.[CH3:16][S:17]SC. The catalyst is C1COCC1. The product is [CH3:16][S:17][C:2]1[CH:10]=[C:9]2[C:5]([CH:6]=[CH:7][NH:8]2)=[CH:4][CH:3]=1. The yield is 0.937.